Dataset: NCI-60 drug combinations with 297,098 pairs across 59 cell lines. Task: Regression. Given two drug SMILES strings and cell line genomic features, predict the synergy score measuring deviation from expected non-interaction effect. (1) Drug 1: CC12CCC(CC1=CCC3C2CCC4(C3CC=C4C5=CN=CC=C5)C)O. Drug 2: CC(C)NC(=O)C1=CC=C(C=C1)CNNC.Cl. Cell line: ACHN. Synergy scores: CSS=-0.483, Synergy_ZIP=-0.793, Synergy_Bliss=-4.00, Synergy_Loewe=-3.57, Synergy_HSA=-4.23. (2) Drug 1: CC12CCC(CC1=CCC3C2CCC4(C3CC=C4C5=CN=CC=C5)C)O. Drug 2: CCC(=C(C1=CC=CC=C1)C2=CC=C(C=C2)OCCN(C)C)C3=CC=CC=C3.C(C(=O)O)C(CC(=O)O)(C(=O)O)O. Cell line: 786-0. Synergy scores: CSS=11.7, Synergy_ZIP=-3.46, Synergy_Bliss=3.34, Synergy_Loewe=1.50, Synergy_HSA=3.36. (3) Cell line: A549. Synergy scores: CSS=42.1, Synergy_ZIP=-0.939, Synergy_Bliss=2.16, Synergy_Loewe=5.75, Synergy_HSA=8.31. Drug 2: C1CN(CCN1C(=O)CCBr)C(=O)CCBr. Drug 1: COC1=C(C=C2C(=C1)N=CN=C2NC3=CC(=C(C=C3)F)Cl)OCCCN4CCOCC4. (4) Drug 1: CC12CCC3C(C1CCC2=O)CC(=C)C4=CC(=O)C=CC34C. Drug 2: CC1C(C(CC(O1)OC2CC(CC3=C2C(=C4C(=C3O)C(=O)C5=C(C4=O)C(=CC=C5)OC)O)(C(=O)CO)O)N)O.Cl. Cell line: HOP-92. Synergy scores: CSS=49.6, Synergy_ZIP=1.15, Synergy_Bliss=0.150, Synergy_Loewe=-5.99, Synergy_HSA=0.301. (5) Drug 1: C1=NC2=C(N=C(N=C2N1C3C(C(C(O3)CO)O)O)F)N. Cell line: EKVX. Drug 2: CCCCC(=O)OCC(=O)C1(CC(C2=C(C1)C(=C3C(=C2O)C(=O)C4=C(C3=O)C=CC=C4OC)O)OC5CC(C(C(O5)C)O)NC(=O)C(F)(F)F)O. Synergy scores: CSS=18.0, Synergy_ZIP=-0.00194, Synergy_Bliss=3.77, Synergy_Loewe=-1.31, Synergy_HSA=0.223. (6) Cell line: KM12. Drug 2: COC1=C2C(=CC3=C1OC=C3)C=CC(=O)O2. Drug 1: CC1=C2C(C(=O)C3(C(CC4C(C3C(C(C2(C)C)(CC1OC(=O)C(C(C5=CC=CC=C5)NC(=O)OC(C)(C)C)O)O)OC(=O)C6=CC=CC=C6)(CO4)OC(=O)C)O)C)O. Synergy scores: CSS=16.4, Synergy_ZIP=-12.1, Synergy_Bliss=-13.3, Synergy_Loewe=-49.5, Synergy_HSA=-13.9. (7) Drug 1: CC1=C(C(CCC1)(C)C)C=CC(=CC=CC(=CC(=O)O)C)C. Drug 2: CN1C(=O)N2C=NC(=C2N=N1)C(=O)N. Cell line: NCIH23. Synergy scores: CSS=-1.50, Synergy_ZIP=1.19, Synergy_Bliss=0.908, Synergy_Loewe=-3.74, Synergy_HSA=-1.79.